Dataset: Forward reaction prediction with 1.9M reactions from USPTO patents (1976-2016). Task: Predict the product of the given reaction. Given the reactants [F:1][C:2]1[CH:3]=[C:4]([C@@H:9]2[N:14]([C:15](OC3C=CC([N+]([O-])=O)=CC=3)=[O:16])[C:13](=[O:27])[NH:12][C:11]([CH2:28][O:29][CH3:30])=[C:10]2[C:31]([O:33][CH3:34])=[O:32])[CH:5]=[CH:6][C:7]=1[F:8].[NH2:35][CH2:36][CH2:37][CH2:38][N:39]1[CH2:44][CH:43]=[C:42]([C:45]2[CH:46]=[C:47]([NH:51][C:52](=[O:54])[CH3:53])[CH:48]=[CH:49][CH:50]=2)[CH2:41][CH2:40]1, predict the reaction product. The product is: [C:52]([NH:51][C:47]1[CH:46]=[C:45]([C:42]2[CH2:43][CH2:44][N:39]([CH2:38][CH2:37][CH2:36][NH:35][C:15]([N:14]3[C@@H:9]([C:4]4[CH:5]=[CH:6][C:7]([F:8])=[C:2]([F:1])[CH:3]=4)[C:10]([C:31]([O:33][CH3:34])=[O:32])=[C:11]([CH2:28][O:29][CH3:30])[NH:12][C:13]3=[O:27])=[O:16])[CH2:40][CH:41]=2)[CH:50]=[CH:49][CH:48]=1)(=[O:54])[CH3:53].